Dataset: Full USPTO retrosynthesis dataset with 1.9M reactions from patents (1976-2016). Task: Predict the reactants needed to synthesize the given product. Given the product [CH:20]1([N:18]([CH3:19])[C:16]([C:11]2[CH:10]=[N:9][N:8]([C:5]3[CH:6]=[CH:7][C:2]([C:39]([O:38][CH2:37][CH3:36])=[O:43])=[CH:3][CH:4]=3)[C:12]=2[CH2:13][CH2:14][CH3:15])=[O:17])[CH2:25][CH2:24][CH2:23][CH2:22][CH2:21]1, predict the reactants needed to synthesize it. The reactants are: Cl[C:2]1[CH:7]=[CH:6][C:5]([N:8]2[C:12]([CH2:13][CH2:14][CH3:15])=[C:11]([C:16]([N:18]([CH:20]3[CH2:25][CH2:24][CH2:23][CH2:22][CH2:21]3)[CH3:19])=[O:17])[CH:10]=[N:9]2)=[CH:4][CH:3]=1.CCN(C(C)C)C(C)C.O1C[CH2:39][O:38][CH2:37][CH2:36]1.C([OH:43])C.